The task is: Predict the product of the given reaction.. This data is from Forward reaction prediction with 1.9M reactions from USPTO patents (1976-2016). (1) Given the reactants [CH3:1][O:2][C:3](=[O:18])[CH:4]([NH:7][C:8]([O:10][CH2:11][C:12]1[CH:17]=[CH:16][CH:15]=[CH:14][CH:13]=1)=[O:9])[CH2:5][OH:6].CO[CH:21]([O:28][CH3:29])[C:22]1[CH:27]=[CH:26][N:25]=[CH:24][CH:23]=1.CC1C=CC(S(O)(=O)=O)=CC=1, predict the reaction product. The product is: [CH3:1][O:2][C:3]([CH:4]1[CH2:5][O:6][C@@H:21]([C:22]2[CH:27]=[CH:26][N:25]=[CH:24][CH:23]=2)[N:7]1[C:8]([O:10][CH2:11][C:12]1[CH:13]=[CH:14][CH:15]=[CH:16][CH:17]=1)=[O:9])=[O:18].[CH3:1][O:2][C:3]([CH:4]1[CH2:29][O:28][CH:21]([C:22]2[CH:23]=[CH:24][N:25]=[CH:26][CH:27]=2)[N:7]1[C:8]([O:10][CH2:11][C:12]1[CH:13]=[CH:14][CH:15]=[CH:16][CH:17]=1)=[O:9])=[O:18]. (2) Given the reactants C[C:2]1[CH:10]=[C:9]([CH3:11])[CH:8]=[CH:7][C:3]=1[C:4](O)=[O:5].CN(C(ON1N=NC2C=CC=NC1=2)=[N+](C)C)C.F[P-](F)(F)(F)(F)F.C(N([CH:42]([CH3:44])[CH3:43])C(C)C)C.[O:45]1[CH2:50][CH2:49][O:48][CH2:47][CH:46]1[C:51]1[C:59]2[S:58][C:57]([NH2:60])=[N:56][C:55]=2[C:54]([O:61][CH3:62])=[CH:53][CH:52]=1, predict the reaction product. The product is: [O:45]1[CH2:50][CH2:49][O:48][CH2:47][CH:46]1[C:51]1[C:59]2[S:58][C:57]([NH:60][C:4](=[O:5])[C:3]3[CH:2]=[CH:10][C:9]([CH2:8][CH3:7])=[CH:11][C:44]=3[CH2:42][CH3:43])=[N:56][C:55]=2[C:54]([O:61][CH3:62])=[CH:53][CH:52]=1.